Dataset: Catalyst prediction with 721,799 reactions and 888 catalyst types from USPTO. Task: Predict which catalyst facilitates the given reaction. (1) Reactant: [CH3:1][O:2][C:3]([C:5]1[CH:10]=[CH:9][C:8]([C@@H:11]([NH:13][C:14]([C:16]2[CH:17]=[CH:18][CH:19]=[C:20]3[C:24]=2[N:23](C(OC(C)(C)C)=O)[CH2:22][CH2:21]3)=[O:15])[CH3:12])=[CH:7][CH:6]=1)=[O:4].[ClH:32].O1CCOCC1. Product: [ClH:32].[NH:23]1[C:24]2[C:20](=[CH:19][CH:18]=[CH:17][C:16]=2[C:14]([NH:13][C@H:11]([C:8]2[CH:7]=[CH:6][C:5]([C:3]([O:2][CH3:1])=[O:4])=[CH:10][CH:9]=2)[CH3:12])=[O:15])[CH2:21][CH2:22]1. The catalyst class is: 5. (2) Reactant: [F:1][C:2]1[C:7]([F:8])=[C:6]([F:9])[CH:5]=[CH:4][C:3]=1[N+:10]([O-])=O.[C:13]([OH:18])(=[O:17])[C:14]([CH3:16])=O. Product: [F:1][C:2]1[C:7]([F:8])=[C:6]([F:9])[CH:5]=[CH:4][C:3]=1[NH:10][CH:14]([CH3:16])[C:13]([OH:18])=[O:17]. The catalyst class is: 19. (3) Reactant: [CH3:1][NH:2][C:3]([C@@H:5]([NH:17][C:18]([CH:20]([CH2:27][CH2:28][O:29][C:30]1[C:35]([F:36])=[C:34]([F:37])[C:33]([F:38])=[C:32]([F:39])[C:31]=1[F:40])[CH2:21][C:22]([O:24]CC)=[O:23])=[O:19])[CH2:6][C:7]1[CH:16]=[CH:15][C:14]2[C:9](=[CH:10][CH:11]=[CH:12][CH:13]=2)[CH:8]=1)=[O:4].[Li+].[OH-]. Product: [CH3:1][NH:2][C:3]([C@@H:5]([NH:17][C:18]([CH:20]([CH2:27][CH2:28][O:29][C:30]1[C:31]([F:40])=[C:32]([F:39])[C:33]([F:38])=[C:34]([F:37])[C:35]=1[F:36])[CH2:21][C:22]([OH:24])=[O:23])=[O:19])[CH2:6][C:7]1[CH:16]=[CH:15][C:14]2[C:9](=[CH:10][CH:11]=[CH:12][CH:13]=2)[CH:8]=1)=[O:4]. The catalyst class is: 1. (4) Reactant: [CH3:1][C:2]1([CH3:35])[N:7]([C:8]2[CH:17]=[N:16][C:15]3[C:10](=[C:11]([C:18]4[NH:26][C:25]5[CH2:24][CH2:23][NH:22][C:21](=[O:27])[C:20]=5[CH:19]=4)[CH:12]=[CH:13][CH:14]=3)[N:9]=2)[CH2:6][CH2:5][N:4](C(OC(C)(C)C)=O)[CH2:3]1.C(O)(C(F)(F)F)=O. Product: [CH3:1][C:2]1([CH3:35])[CH2:3][NH:4][CH2:5][CH2:6][N:7]1[C:8]1[CH:17]=[N:16][C:15]2[C:10]([N:9]=1)=[C:11]([C:18]1[NH:26][C:25]3[CH2:24][CH2:23][NH:22][C:21](=[O:27])[C:20]=3[CH:19]=1)[CH:12]=[CH:13][CH:14]=2. The catalyst class is: 2. (5) Reactant: [C:1]([NH:8][C:9]1[S:10][CH:11]=[C:12]([C:14]([O:16][CH2:17][P:18]([O:23][CH2:24][CH3:25])([O:20][CH2:21][CH3:22])=[O:19])=[O:15])[N:13]=1)([O:3][C:4]([CH3:7])([CH3:6])[CH3:5])=[O:2].[Br:26]Br. Product: [C:1]([NH:8][C:9]1[S:10][C:11]([Br:26])=[C:12]([C:14]([O:16][CH2:17][P:18]([O:23][CH2:24][CH3:25])([O:20][CH2:21][CH3:22])=[O:19])=[O:15])[N:13]=1)([O:3][C:4]([CH3:6])([CH3:7])[CH3:5])=[O:2]. The catalyst class is: 2. (6) Reactant: [NH2:1][C:2]1[CH:3]=[C:4]([CH2:12][OH:13])[CH:5]=[C:6]([C:8]([F:11])([F:10])[F:9])[CH:7]=1.C(C([CH2:23][CH3:24])(CC)C([O-])([O-])[O-])C.[N-:25]=[N+:26]=[N-:27].[Na+].[OH-].[Na+]. Product: [CH3:24][C:23]1[N:1]([C:2]2[CH:3]=[C:4]([CH2:12][OH:13])[CH:5]=[C:6]([C:8]([F:9])([F:10])[F:11])[CH:7]=2)[N:27]=[N:26][N:25]=1. The catalyst class is: 86. (7) Reactant: COC1C=CC(C[N:8]2[C:16]3[CH:15]=[CH:14][N:13]=[C:12]([NH:17][CH2:18][C:19]([F:22])([F:21])[F:20])[C:11]=3[C:10]([Sn](C)(C)C)=[N:9]2)=CC=1.IC1[C:34]2[C:35](NCC(F)(F)F)=[N:36][CH:37]=[CH:38][C:33]=2N(CC2C=CC(OC)=CC=2)N=1.C[Sn](C)(C)[Sn](C)(C)C. Product: [N:36]1[CH:37]=[CH:38][CH:33]=[CH:34][C:35]=1[C:10]1[C:11]2[C:12]([NH:17][CH2:18][C:19]([F:20])([F:21])[F:22])=[N:13][CH:14]=[CH:15][C:16]=2[NH:8][N:9]=1. The catalyst class is: 11. (8) Reactant: C(=O)(O)[O-].[Na+].[CH3:6][NH:7][CH2:8][C:9]([O:11][CH2:12][CH3:13])=[O:10].Cl[C:15]([O:17][CH2:18][C:19]1[CH:24]=[CH:23][CH:22]=[CH:21][CH:20]=1)=[O:16]. Product: [CH2:18]([O:17][C:15]([N:7]([CH3:6])[CH2:8][C:9]([O:11][CH2:12][CH3:13])=[O:10])=[O:16])[C:19]1[CH:24]=[CH:23][CH:22]=[CH:21][CH:20]=1. The catalyst class is: 13. (9) Reactant: [CH2:1]([N:8]([CH2:19][C:20]1[CH:25]=[CH:24][C:23]([CH2:26][OH:27])=[CH:22][CH:21]=1)[C:9]1[CH:14]=[CH:13][CH:12]=[C:11]([N+:15]([O-:17])=[O:16])[C:10]=1[CH3:18])[C:2]1[CH:7]=[CH:6][CH:5]=[CH:4][CH:3]=1.[H-].[Na+].I[CH3:31]. Product: [CH2:1]([N:8]([CH2:19][C:20]1[CH:25]=[CH:24][C:23]([CH2:26][O:27][CH3:31])=[CH:22][CH:21]=1)[C:9]1[CH:14]=[CH:13][CH:12]=[C:11]([N+:15]([O-:17])=[O:16])[C:10]=1[CH3:18])[C:2]1[CH:7]=[CH:6][CH:5]=[CH:4][CH:3]=1. The catalyst class is: 369.